Task: Predict the reactants needed to synthesize the given product.. Dataset: Full USPTO retrosynthesis dataset with 1.9M reactions from patents (1976-2016) (1) Given the product [CH3:1][O:2][C:3]1[CH:12]=[CH:11][CH:10]=[C:9]2[C:4]=1[CH:5]=[C:6]([C:13]([OH:15])=[O:14])[CH:7]=[N:8]2, predict the reactants needed to synthesize it. The reactants are: [CH3:1][O:2][C:3]1[CH:12]=[CH:11][CH:10]=[C:9]2[C:4]=1[CH:5]=[C:6]([C:13]([O:15]C)=[O:14])[CH:7]=[N:8]2.[OH-].[Li+]. (2) Given the product [N:1]1[CH:6]=[CH:5][CH:4]=[CH:3][C:2]=1[O:7][C:8]1[CH:13]=[CH:12][C:11]([CH2:14][OH:15])=[CH:10][CH:9]=1, predict the reactants needed to synthesize it. The reactants are: [N:1]1[CH:6]=[CH:5][CH:4]=[CH:3][C:2]=1[O:7][C:8]1[CH:13]=[CH:12][C:11]([CH:14]=[O:15])=[CH:10][CH:9]=1.[BH4-].[Na+].O. (3) Given the product [CH3:25][CH:26]([CH3:29])[CH2:27][N:3]1[CH2:2][CH2:1][C:7]2[CH:8]=[CH:9][C:10]([O:12][C:13]3[CH:14]=[CH:15][C:16]([N:19]4[CH2:23][CH2:22][CH2:21][C:20]4=[O:24])=[N:17][CH:18]=3)=[CH:11][C:6]=2[CH2:5][CH2:4]1, predict the reactants needed to synthesize it. The reactants are: [CH2:1]1[C:7]2[CH:8]=[CH:9][C:10]([O:12][C:13]3[CH:14]=[CH:15][C:16]([N:19]4[CH2:23][CH2:22][CH2:21][C:20]4=[O:24])=[N:17][CH:18]=3)=[CH:11][C:6]=2[CH2:5][CH2:4][NH:3][CH2:2]1.[CH3:25][CH:26]([CH3:29])[CH:27]=O. (4) The reactants are: [NH:1]1[CH2:4][CH:3]([O:5][C:6]2[C:11]3[CH:12]=[C:13]([CH3:15])[O:14][C:10]=3[CH:9]=[C:8]([C:16]([O:18][CH2:19][CH3:20])=[O:17])[CH:7]=2)[CH2:2]1.[CH3:21][N:22]([CH3:26])[C:23](Cl)=[O:24]. Given the product [CH3:21][N:22]([CH3:26])[C:23]([N:1]1[CH2:4][CH:3]([O:5][C:6]2[C:11]3[CH:12]=[C:13]([CH3:15])[O:14][C:10]=3[CH:9]=[C:8]([C:16]([O:18][CH2:19][CH3:20])=[O:17])[CH:7]=2)[CH2:2]1)=[O:24], predict the reactants needed to synthesize it.